Dataset: Catalyst prediction with 721,799 reactions and 888 catalyst types from USPTO. Task: Predict which catalyst facilitates the given reaction. (1) Reactant: [Br:1][C:2]1[CH:3]=[C:4]([CH:8]=[CH:9][N:10]=1)[C:5]([OH:7])=O.CN(C(ON1N=NC2C=CC=NC1=2)=[N+](C)C)C.F[P-](F)(F)(F)(F)F.CCN(C(C)C)C(C)C.Cl.[NH2:45][C:46]1[CH:47]=[CH:48][C:49]([CH3:64])=[C:50]([NH:52][C:53]([C:55]2[S:63][C:58]3=[N:59][CH:60]=[CH:61][N:62]=[C:57]3[CH:56]=2)=[O:54])[CH:51]=1. Product: [Br:1][C:2]1[CH:3]=[C:4]([CH:8]=[CH:9][N:10]=1)[C:5]([NH:45][C:46]1[CH:47]=[CH:48][C:49]([CH3:64])=[C:50]([NH:52][C:53]([C:55]2[S:63][C:58]3=[N:59][CH:60]=[CH:61][N:62]=[C:57]3[CH:56]=2)=[O:54])[CH:51]=1)=[O:7]. The catalyst class is: 3. (2) Reactant: [Cl:1][C:2]1[CH:7]=[CH:6][C:5]([N:8]2[CH2:13][CH2:12][N:11]([CH2:14][CH2:15][CH:16]=[C:17]3[C:23]4[CH:24]=[CH:25][CH:26]=[N:27][C:22]=4[CH2:21][O:20][C:19]4[CH:28]=[CH:29][C:30]([C:32]([OH:35])([CH3:34])[CH3:33])=[CH:31][C:18]3=4)[CH2:10][CH:9]2[C:36]#[N:37])=[CH:4][CH:3]=1.[OH-:38].[Na+]. Product: [Cl:1][C:2]1[CH:7]=[CH:6][C:5]([N:8]2[CH2:13][CH2:12][N:11]([CH2:14][CH2:15][CH:16]=[C:17]3[C:23]4=[CH:24][CH:25]=[CH:26][NH:27][C:22]4=[CH:21][O:20][C:19]4[CH:28]=[CH:29][C:30]([C:32]([OH:35])([CH3:34])[CH3:33])=[CH:31][C:18]3=4)[CH2:10][CH:9]2[C:36]([NH2:37])=[O:38])=[CH:4][CH:3]=1. The catalyst class is: 92. (3) Reactant: [NH2:1][C:2]1[N:7]=[N:6][C:5]([N:8]2[CH2:13][CH2:12][N:11]([C:14]([C:16]3[CH:21]=[CH:20][CH:19]=[CH:18][C:17]=3[C:22]([F:25])([F:24])[F:23])=[O:15])[CH2:10][CH2:9]2)=[CH:4][CH:3]=1.[N:26]([CH:29]1[CH2:31][CH:30]1[C:32]1[CH:37]=[CH:36][CH:35]=[CH:34][CH:33]=1)=[C:27]=[O:28].O. Product: [C:32]1([CH:30]2[CH2:31][CH:29]2[NH:26][C:27]([NH:1][C:2]2[N:7]=[N:6][C:5]([N:8]3[CH2:9][CH2:10][N:11]([C:14](=[O:15])[C:16]4[CH:21]=[CH:20][CH:19]=[CH:18][C:17]=4[C:22]([F:25])([F:24])[F:23])[CH2:12][CH2:13]3)=[CH:4][CH:3]=2)=[O:28])[CH:37]=[CH:36][CH:35]=[CH:34][CH:33]=1. The catalyst class is: 3. (4) Reactant: [CH:1]12[CH2:7][CH:4]([CH2:5][CH2:6]1)[CH:3]([C:8]([O:10][CH2:11][CH3:12])=[O:9])[NH:2]2.C(N(CC)CC)C.[CH3:20][O:21][C:22]1[CH:30]=[CH:29][C:25]([C:26](Cl)=[O:27])=[CH:24][CH:23]=1. The catalyst class is: 22. Product: [CH3:20][O:21][C:22]1[CH:30]=[CH:29][C:25]([C:26]([N:2]2[CH:3]([C:8]([O:10][CH2:11][CH3:12])=[O:9])[CH:4]3[CH2:7][CH:1]2[CH2:6][CH2:5]3)=[O:27])=[CH:24][CH:23]=1. (5) Reactant: C([O:8][N:9]1[C:15](=[O:16])[N:14]2[CH2:17][C@H:10]1[CH2:11][CH2:12][C@H:13]2[C:18]1[O:19][C:20]([CH3:23])=[N:21][N:22]=1)C1C=CC=CC=1. Product: [OH:8][N:9]1[C:15](=[O:16])[N:14]2[CH2:17][C@H:10]1[CH2:11][CH2:12][C@H:13]2[C:18]1[O:19][C:20]([CH3:23])=[N:21][N:22]=1. The catalyst class is: 123. (6) Reactant: [N+:1]([C:4]1[CH:16]=[CH:15][C:7]([N:8]([CH2:12][CH:13]=[CH2:14])[CH2:9][CH:10]=[CH2:11])=[CH:6][CH:5]=1)([O-])=O.O.O.[Sn](Cl)Cl. Product: [CH2:12]([N:8]([CH2:9][CH:10]=[CH2:11])[C:7]1[CH:15]=[CH:16][C:4]([NH2:1])=[CH:5][CH:6]=1)[CH:13]=[CH2:14]. The catalyst class is: 14. (7) Reactant: [NH:1]1[C:5]2[CH:6]=[CH:7][CH:8]=[CH:9][C:4]=2[N:3]=[N:2]1.[NH2:10][C:11]1[CH:16]=[CH:15][CH:14]=[CH:13][CH:12]=1.[CH:17](=O)[CH3:18]. Product: [CH3:17][CH:18]([N:1]1[C:5]2[CH:6]=[CH:7][CH:8]=[CH:9][C:4]=2[N:3]=[N:2]1)[NH:10][C:11]1[CH:16]=[CH:15][CH:14]=[CH:13][CH:12]=1. The catalyst class is: 27. (8) Product: [Cl:8][C:9]1[C:10]([C:24]([NH2:26])=[O:25])=[C:11]2[CH2:16][N:15]([S:41](=[O:43])(=[O:42])[NH:40][C:34]3[CH:39]=[CH:38][CH:37]=[CH:36][CH:35]=3)[CH2:14][CH2:13][N:12]2[C:17]=1[C:18]1[CH:23]=[CH:22][CH:21]=[CH:20][CH:19]=1. The catalyst class is: 10. Reactant: FC(F)(F)C(O)=O.[Cl:8][C:9]1[C:10]([C:24]([NH2:26])=[O:25])=[C:11]2[CH2:16][NH:15][CH2:14][CH2:13][N:12]2[C:17]=1[C:18]1[CH:23]=[CH:22][CH:21]=[CH:20][CH:19]=1.C(N(CC)CC)C.[C:34]1([NH:40][S:41](Cl)(=[O:43])=[O:42])[CH:39]=[CH:38][CH:37]=[CH:36][CH:35]=1.